Task: Predict the reactants needed to synthesize the given product.. Dataset: Full USPTO retrosynthesis dataset with 1.9M reactions from patents (1976-2016) Given the product [CH3:1][CH2:2][CH2:3][CH2:4][C:5]1[O:13][C:12]2[CH:11]=[CH:10][C:9]([NH:14][S:15]([CH3:18])(=[O:17])=[O:16])=[CH:8][C:7]=2[C:6]=1[C:19]([C:21]1[CH:22]=[CH:23][C:24]([O:27][CH2:28][CH2:29][CH2:30][N:31]([CH2:36][CH2:37][CH2:38][CH3:39])[CH2:32][CH2:33][CH2:34][CH3:35])=[CH:25][CH:26]=1)=[O:20], predict the reactants needed to synthesize it. The reactants are: [CH3:1][CH2:2][CH2:3][CH2:4][C:5]1[O:13][C:12]2[CH:11]=[CH:10][C:9]([NH:14][S:15]([CH3:18])(=[O:17])=[O:16])=[CH:8][C:7]=2[C:6]=1[C:19]([C:21]1[CH:22]=[CH:23][C:24]([O:27][CH2:28][CH2:29][CH2:30][N:31]([CH2:36][CH2:37][CH2:38][CH3:39])[CH2:32][CH2:33][CH2:34][CH3:35])=[CH:25][CH:26]=1)=[O:20].Cl.